Regression/Classification. Given a drug SMILES string, predict its absorption, distribution, metabolism, or excretion properties. Task type varies by dataset: regression for continuous measurements (e.g., permeability, clearance, half-life) or binary classification for categorical outcomes (e.g., BBB penetration, CYP inhibition). Dataset: b3db_classification. From a dataset of Blood-brain barrier permeability classification from the B3DB database. (1) The molecule is COC12CCC3(CC1C(C)(O)C(C)(C)C)C1Cc4ccc(O)c5c4C3(CCN1CC1CC1)C2O5. The result is 1 (penetrates BBB). (2) The compound is CNC(=O)c1c(NCC2CCC3(CCC3)CC2)nc(C#N)nc1OCCO. The result is 1 (penetrates BBB). (3) The molecule is O=C(CN1CC[C@H](c2ccc(F)cc2)[C@@H](COc2ccc3c(c2)OCO3)C1)c1ccc(F)cc1. The result is 1 (penetrates BBB).